From a dataset of Reaction yield outcomes from USPTO patents with 853,638 reactions. Predict the reaction yield, written as a fraction of the theoretical maximum amount of product (1.0 means a 100% yield; for example, 0.34 means a 34% yield). (1) The reactants are CSC.[Cl:4][C:5]1[CH:10]=[CH:9][C:8]([Mg]Br)=[CH:7][CH:6]=1.[F:13][C:14]1[CH:19]=[CH:18][C:17]([CH2:20]/[CH:21]=[CH:22]/[C:23]([N:25]2[C@@H:29]([C:30]3[CH:35]=[CH:34][CH:33]=[CH:32][CH:31]=3)[CH2:28][O:27][C:26]2=[O:36])=[O:24])=[CH:16][CH:15]=1. The catalyst is C1COCC1. The product is [Cl:4][C:5]1[CH:10]=[CH:9][C:8]([C@H:21]([CH2:20][C:17]2[CH:18]=[CH:19][C:14]([F:13])=[CH:15][CH:16]=2)[CH2:22][C:23]([N:25]2[C@@H:29]([C:30]3[CH:31]=[CH:32][CH:33]=[CH:34][CH:35]=3)[CH2:28][O:27][C:26]2=[O:36])=[O:24])=[CH:7][CH:6]=1. The yield is 0.600. (2) The reactants are [Cl:1][C:2]1[N:3]([S:18]([C:21]2[CH:26]=[CH:25][CH:24]=[CH:23][CH:22]=2)(=[O:20])=[O:19])[C:4]([C:12]2[CH:17]=[CH:16][CH:15]=[CH:14][CH:13]=2)=[CH:5][C:6]=1[C:7](OCC)=[O:8].[H-].C([Al+]CC(C)C)C(C)C.Cl. The catalyst is O1CCCC1.C1(C)C=CC=CC=1. The product is [Cl:1][C:2]1[N:3]([S:18]([C:21]2[CH:26]=[CH:25][CH:24]=[CH:23][CH:22]=2)(=[O:20])=[O:19])[C:4]([C:12]2[CH:13]=[CH:14][CH:15]=[CH:16][CH:17]=2)=[CH:5][C:6]=1[CH2:7][OH:8]. The yield is 0.780. (3) The catalyst is C1COCC1. The reactants are [CH3:1][O:2][C:3]1[N:4]=[CH:5][CH:6]=[C:7]2[CH:11]=[CH:10][O:9][C:8]=12.[Li][CH2:13]CCC.CI. The product is [CH3:1][O:2][C:3]1[N:4]=[CH:5][CH:6]=[C:7]2[CH:11]=[C:10]([CH3:13])[O:9][C:8]=12. The yield is 1.00. (4) The reactants are [CH2:1]([O:3][C:4](=[O:17])[CH2:5][N:6]1[CH:14]=[N:13][C:12]2[C:7]1=[N:8][C:9](N)=[N:10][C:11]=2[I:15])[CH3:2].ClC(Cl)(O[C:22](=[O:28])OC(Cl)(Cl)Cl)Cl.C([N:33](CC)C(C)C)(C)C.[CH2:39]([OH:49])[C:40]1[CH:48]=[CH:47][C:46]2[O:45][CH2:44][O:43][C:42]=2[CH:41]=1. The catalyst is O1CCCC1.C(O)C.O. The product is [CH2:1]([O:3][C:4](=[O:17])[CH2:5][N:6]1[C:14]([NH2:33])=[N:13][C:12]2[C:7]1=[N:8][C:9]([C:22]([O:49][CH2:39][C:40]1[CH:48]=[CH:47][C:46]3[O:45][CH2:44][O:43][C:42]=3[CH:41]=1)=[O:28])=[N:10][C:11]=2[I:15])[CH3:2]. The yield is 0.460. (5) The reactants are C[O:2][C:3]([C@@H:5]1[CH2:7][C@H:6]1[C:8]1[CH:13]=[CH:12][CH:11]=[C:10]([Cl:14])[CH:9]=1)=[O:4].[OH-].[Na+]. The catalyst is CO. The product is [Cl:14][C:10]1[CH:9]=[C:8]([CH:6]2[CH2:7][CH:5]2[C:3]([OH:4])=[O:2])[CH:13]=[CH:12][CH:11]=1. The yield is 0.780. (6) The reactants are Cl.[NH2:2][C@H:3]([CH2:12][OH:13])[CH2:4][C:5]1[CH:10]=[CH:9][C:8]([OH:11])=[CH:7][CH:6]=1.[C:22](O[C:22]([O:24][C:25]([CH3:28])([CH3:27])[CH3:26])=[O:23])([O:24][C:25]([CH3:28])([CH3:27])[CH3:26])=[O:23].C(N(CC)CC)C.C(=O)(O)[O-].[Na+].Br[CH2:42][C:43]#[C:44][CH3:45].C(=O)([O-])[O-].[K+].[K+]. The catalyst is CO.[Cl-].[Na+].O. The product is [CH2:42]([O:11][C:8]1[CH:9]=[CH:10][C:5]([CH2:4][C@H:3]([NH:2][C:22](=[O:23])[O:24][C:25]([CH3:26])([CH3:27])[CH3:28])[CH2:12][OH:13])=[CH:6][CH:7]=1)[C:43]#[C:44][CH3:45]. The yield is 0.940. (7) The reactants are [CH2:1]([O:3][C:4]([C:6]1[CH2:11][CH2:10][CH2:9][CH2:8][C:7]=1[NH:12][C:13](=[O:19])[CH2:14][CH2:15][CH2:16][CH2:17]Br)=[O:5])[CH3:2].[N:20]1([C:26]2[CH:35]=[CH:34][C:33]3[C:28](=[CH:29][CH:30]=[CH:31][CH:32]=3)[N:27]=2)[CH2:25][CH2:24][NH:23][CH2:22][CH2:21]1.C(N(CC)CC)C. The catalyst is C1(C)C=CC=CC=1. The product is [CH2:1]([O:3][C:4]([C:6]1[CH2:11][CH2:10][CH2:9][CH2:8][C:7]=1[NH:12][C:13](=[O:19])[CH2:14][CH2:15][CH2:16][CH2:17][N:23]1[CH2:24][CH2:25][N:20]([C:26]2[CH:35]=[CH:34][C:33]3[C:28](=[CH:29][CH:30]=[CH:31][CH:32]=3)[N:27]=2)[CH2:21][CH2:22]1)=[O:5])[CH3:2]. The yield is 0.860. (8) The reactants are C([O:3][P:4]([CH2:9][CH2:10][N:11]([C:37](=[O:39])[CH3:38])[CH2:12][C:13]([CH3:36])=[CH:14][CH2:15][C:16]1[C:17]([O:29]CC[Si](C)(C)C)=[C:18]2[C:22](=[C:23]([CH3:27])[C:24]=1[O:25][CH3:26])[CH2:21][O:20][C:19]2=[O:28])(=[O:8])[O:5]CC)C.C[Si](Br)(C)C.N1C(C)=CC=CC=1C. The catalyst is C(#N)C. The product is [C:37]([N:11]([CH2:12][C:13]([CH3:36])=[CH:14][CH2:15][C:16]1[C:17]([OH:29])=[C:18]2[C:22](=[C:23]([CH3:27])[C:24]=1[O:25][CH3:26])[CH2:21][O:20][C:19]2=[O:28])[CH2:10][CH2:9][P:4](=[O:3])([OH:5])[OH:8])(=[O:39])[CH3:38]. The yield is 0.530. (9) The yield is 0.980. The reactants are [Br:1][C:2]1[C:3]([C:9](=[O:15])[C:10]([O:12][CH2:13][CH3:14])=[O:11])=[C:4]([CH3:8])[S:5][C:6]=1[Cl:7].O1CCCC1.[BH4-].[BH4-].[BH4-].[BH4-].[Na+].[Na+].[Na+].[Na+]. The catalyst is C(O)C. The product is [Br:1][C:2]1[C:3]([CH:9]([OH:15])[C:10]([O:12][CH2:13][CH3:14])=[O:11])=[C:4]([CH3:8])[S:5][C:6]=1[Cl:7].